Dataset: Catalyst prediction with 721,799 reactions and 888 catalyst types from USPTO. Task: Predict which catalyst facilitates the given reaction. (1) Product: [CH:2]([Si:10]([O:15][CH3:16])([O:11][CH3:12])[O:13][CH3:14])=[CH:3][CH2:4][CH2:5][CH2:6][CH2:7][CH2:8][CH3:9]. The catalyst class is: 6. Reactant: Cl.[CH2:2]([Si:10]([O:15][CH3:16])([O:13][CH3:14])[O:11][CH3:12])[CH2:3][CH2:4][CH2:5][CH2:6][CH2:7][CH:8]=[CH2:9]. (2) Reactant: [CH3:1][O:2][C:3]1[CH:4]=[C:5]([CH2:23][C:24]([O:26]C(C)(C)C)=[O:25])[CH:6]=[CH:7][C:8]=1[NH:9][C:10]([NH:12]C1C=CC=CC=1C(F)(F)F)=[O:11].[C:31](O)([C:33]([F:36])([F:35])[F:34])=O. Product: [CH3:1][O:2][C:3]1[CH:4]=[C:5]([CH2:23][C:24]([OH:26])=[O:25])[CH:6]=[CH:7][C:8]=1[N:9]([C:5]1[CH:4]=[CH:3][CH:8]=[CH:7][C:31]=1[C:33]([F:36])([F:35])[F:34])[C:10]([NH2:12])=[O:11]. The catalyst class is: 2.